Dataset: Reaction yield outcomes from USPTO patents with 853,638 reactions. Task: Predict the reaction yield, written as a fraction of the theoretical maximum amount of product (1.0 means a 100% yield; for example, 0.34 means a 34% yield). (1) The reactants are [Br:1][C:2]1[CH:6]=[N:5][N:4]([CH3:7])[C:3]=1[C:8]1[CH:9]=[C:10]([NH2:23])[CH:11]=[CH:12][C:13]=1[O:14][CH2:15][CH2:16][N:17]1[CH2:21][CH2:20][C@H:19]([F:22])[CH2:18]1.[F:24][C:25]1[CH:26]=[C:27]([CH:31]=[CH:32][CH:33]=1)[C:28](Cl)=[O:29].C(N(CC)CC)C. The catalyst is C1COCC1. The product is [Br:1][C:2]1[CH:6]=[N:5][N:4]([CH3:7])[C:3]=1[C:8]1[CH:9]=[C:10]([NH:23][C:28](=[O:29])[C:27]2[CH:31]=[CH:32][CH:33]=[C:25]([F:24])[CH:26]=2)[CH:11]=[CH:12][C:13]=1[O:14][CH2:15][CH2:16][N:17]1[CH2:21][CH2:20][C@H:19]([F:22])[CH2:18]1. The yield is 0.400. (2) The reactants are [NH2:1][C:2]1[C:11]2[C:6](=[C:7](Br)[CH:8]=[CH:9][CH:10]=2)[N:5]=[N:4][C:3]=1[C:13]([NH:15][CH2:16][CH2:17][CH3:18])=[O:14].[CH3:19][N:20]1[C:24](B2OC(C)(C)C(C)(C)O2)=[CH:23][C:22]([CH3:34])=[N:21]1. No catalyst specified. The product is [NH2:1][C:2]1[C:11]2[C:6](=[C:7]([C:24]3[N:20]([CH3:19])[N:21]=[C:22]([CH3:34])[CH:23]=3)[CH:8]=[CH:9][CH:10]=2)[N:5]=[N:4][C:3]=1[C:13]([NH:15][CH2:16][CH2:17][CH3:18])=[O:14]. The yield is 0.210. (3) The reactants are [Cl:1][C:2]1[CH:7]=[CH:6][C:5]([C:8]2[C:12]3[CH2:13][N:14]([C:17](=[O:19])[CH3:18])[CH2:15][CH2:16][C:11]=3[N:10]([CH2:20][C@@H:21]3[CH2:23][O:22]3)[N:9]=2)=[CH:4][C:3]=1[CH3:24].[Cl:25][C:26]1[CH:27]=[CH:28][C:29]2[NH:33][C:32](=[O:34])[N:31]([CH:35]3[CH2:40][CH2:39][NH:38][CH2:37][CH2:36]3)[C:30]=2[CH:41]=1. The product is [C:17]([N:14]1[CH2:15][CH2:16][C:11]2[N:10]([CH2:20][C@@H:21]([OH:22])[CH2:23][N:38]3[CH2:37][CH2:36][CH:35]([N:31]4[C:30]5[CH:41]=[C:26]([Cl:25])[CH:27]=[CH:28][C:29]=5[NH:33][C:32]4=[O:34])[CH2:40][CH2:39]3)[N:9]=[C:8]([C:5]3[CH:6]=[CH:7][C:2]([Cl:1])=[C:3]([CH3:24])[CH:4]=3)[C:12]=2[CH2:13]1)(=[O:19])[CH3:18]. The yield is 0.120. The catalyst is CCO.C(Cl)Cl. (4) The reactants are [I:1][C:2]1[CH:10]=[CH:9][C:8]2[NH:7][C:6]3[CH2:11][CH2:12][N:13]([CH3:15])[CH2:14][C:5]=3[C:4]=2[CH:3]=1.[OH-].[K+].[CH3:18][C:19]1[CH:24]=[CH:23][C:22]([CH:25]=[CH2:26])=[CH:21][N:20]=1. The catalyst is CN1CCCC1=O.O. The product is [I:1][C:2]1[CH:10]=[CH:9][C:8]2[N:7]([CH2:26][CH2:25][C:22]3[CH:21]=[N:20][C:19]([CH3:18])=[CH:24][CH:23]=3)[C:6]3[CH2:11][CH2:12][N:13]([CH3:15])[CH2:14][C:5]=3[C:4]=2[CH:3]=1. The yield is 0.152. (5) The reactants are Br[CH:2]([C:6]1[CH:11]=[CH:10][CH:9]=[CH:8][CH:7]=1)[C:3]([OH:5])=O.Cl.BrC(C1C=CC=CC=1)C(OCC)=O.[CH2:26]([NH2:29])[CH2:27][NH2:28].[O-]CC.[Na+].C(Cl)(Cl)Cl.CO.[NH4+].[OH-]. The catalyst is C(O)C.CCOCC. The product is [O:5]=[C:3]1[CH:2]([C:6]2[CH:11]=[CH:10][CH:9]=[CH:8][CH:7]=2)[NH:29][CH2:26][CH2:27][NH:28]1. The yield is 0.620. (6) The reactants are [NH2:1][C:2]1[CH:10]=[CH:9][C:5]([C:6]([OH:8])=O)=[CH:4][C:3]=1[F:11].[NH2:12][CH:13]1[CH2:18][CH2:17][N:16]([CH2:19][CH3:20])[CH2:15][CH2:14]1.CN(C(ON1N=NC2C=CC=NC1=2)=[N+](C)C)C.F[P-](F)(F)(F)(F)F.CCN(C(C)C)C(C)C. The catalyst is CC(N(C)C)=O. The product is [NH2:1][C:2]1[CH:10]=[CH:9][C:5]([C:6]([NH:12][CH:13]2[CH2:18][CH2:17][N:16]([CH2:19][CH3:20])[CH2:15][CH2:14]2)=[O:8])=[CH:4][C:3]=1[F:11]. The yield is 0.220. (7) The reactants are [C:1]([C:3]1[CH:29]=[CH:28][C:6]([CH2:7][O:8][C:9]2[C:10]([CH2:26]O)=[C:11]([CH2:16][O:17][C:18]3[CH:25]=[CH:24][C:21]([C:22]#[N:23])=[CH:20][CH:19]=3)[CH:12]=[N:13][C:14]=2[CH3:15])=[CH:5][CH:4]=1)#[N:2].CCN(S(F)(F)[F:36])CC.C(=O)(O)[O-].[Na+]. The catalyst is ClCCl. The product is [F:36][CH2:26][C:10]1[C:9]([O:8][CH2:7][C:6]2[CH:28]=[CH:29][C:3]([C:1]#[N:2])=[CH:4][CH:5]=2)=[C:14]([CH3:15])[N:13]=[CH:12][C:11]=1[CH2:16][O:17][C:18]1[CH:25]=[CH:24][C:21]([C:22]#[N:23])=[CH:20][CH:19]=1. The yield is 0.520. (8) The reactants are [Br:1][C:2]1[CH:11]=[C:10]2[C:5]([C:6]([C:14]3[CH:19]=[CH:18][C:17]([CH3:20])=[CH:16][CH:15]=3)=[CH:7][CH2:8][C:9]2(C)[CH3:12])=[CH:4][CH:3]=1.BrC1C=C2C(=CC=1)C(=O)CC2(C)C. The yield is 0.750. The product is [Br:1][C:2]1[CH:11]=[C:10]2[C:5]([C:6]([C:14]3[CH:15]=[CH:16][C:17]([CH3:20])=[CH:18][CH:19]=3)=[CH:7][C:9]2([CH3:8])[CH3:12])=[CH:4][CH:3]=1. No catalyst specified. (9) The reactants are [O:1]=[C:2]1[CH2:7][CH2:6][CH:5]([N:8]2[C:13](=[O:14])[C:12]([CH2:15][C:16]3[CH:21]=[CH:20][C:19]([C:22]4[CH:27]=[CH:26][CH:25]=[CH:24][C:23]=4[C:28]4[NH:32][C:31](=[O:33])[O:30][N:29]=4)=[CH:18][CH:17]=3)=[C:11]([CH2:34][CH2:35][CH3:36])[N:10]3[N:37]=[CH:38][N:39]=[C:9]23)[CH2:4][CH2:3]1.C(O[CH:44]([OH:47])[CH2:45]O)(=O)C.CC1C=CC(S(O)(=O)=O)=CC=1.[C:59](=O)([O-])[OH:60].[Na+]. The catalyst is C1(C)C=CC=CC=1. The product is [OH:60][CH2:59][CH:45]1[CH2:44][O:47][C:2]2([CH2:7][CH2:6][CH:5]([N:8]3[C:13](=[O:14])[C:12]([CH2:15][C:16]4[CH:17]=[CH:18][C:19]([C:22]5[CH:27]=[CH:26][CH:25]=[CH:24][C:23]=5[C:28]5[NH:32][C:31](=[O:33])[O:30][N:29]=5)=[CH:20][CH:21]=4)=[C:11]([CH2:34][CH2:35][CH3:36])[N:10]4[N:37]=[CH:38][N:39]=[C:9]34)[CH2:4][CH2:3]2)[O:1]1. The yield is 0.230.